Predict the reactants needed to synthesize the given product. From a dataset of Full USPTO retrosynthesis dataset with 1.9M reactions from patents (1976-2016). Given the product [Br:1][C:2]1[CH:3]=[C:4]([S:8][CH2:23][C:22]([C:19]2[CH:18]=[N:17][CH:16]=[CH:21][CH:20]=2)=[O:24])[CH:5]=[CH:6][CH:7]=1, predict the reactants needed to synthesize it. The reactants are: [Br:1][C:2]1[CH:3]=[C:4]([SH:8])[CH:5]=[CH:6][CH:7]=1.[OH-].[K+].Br.BrCC([C:16]1[CH:21]=[CH:20][CH:19]=[CH:18][N:17]=1)=O.[CH2:22]([OH:24])[CH3:23].